From a dataset of Full USPTO retrosynthesis dataset with 1.9M reactions from patents (1976-2016). Predict the reactants needed to synthesize the given product. (1) The reactants are: Cl[C:2]1[C:7]([O:8][C:9]2[CH:14]=[CH:13][CH:12]=[CH:11][C:10]=2[O:15][CH3:16])=[C:6]([Cl:17])[N:5]=[C:4]([C:18]2[N:19]=[N:20][CH:21]=[CH:22][CH:23]=2)[N:3]=1.C(=O)([O-])[O-].[K+].[K+].[C:30]1([CH2:40][CH2:41][S:42]([NH2:45])(=[O:44])=[O:43])[C:39]2[C:34](=[CH:35][CH:36]=[CH:37][CH:38]=2)[CH:33]=[CH:32][CH:31]=1. Given the product [Cl:17][C:6]1[N:5]=[C:4]([C:18]2[N:19]=[N:20][CH:21]=[CH:22][CH:23]=2)[N:3]=[C:2]([NH:45][S:42]([CH2:41][CH2:40][C:30]2[C:39]3[C:34](=[CH:35][CH:36]=[CH:37][CH:38]=3)[CH:33]=[CH:32][CH:31]=2)(=[O:43])=[O:44])[C:7]=1[O:8][C:9]1[CH:14]=[CH:13][CH:12]=[CH:11][C:10]=1[O:15][CH3:16], predict the reactants needed to synthesize it. (2) Given the product [C:1]([NH2:15])(=[O:12])[C:2]1[CH:10]=[CH:9][CH:8]=[C:4]([C:5]([OH:7])=[O:6])[CH:3]=1, predict the reactants needed to synthesize it. The reactants are: [C:1]([OH:12])(=O)[C:2]1[CH:10]=[CH:9][CH:8]=[C:4]([C:5]([OH:7])=[O:6])[CH:3]=1.C(N1C=CN=C1)([N:15]1C=CN=C1)=O.C([N-]C(C)C)(C)C. (3) Given the product [ClH:31].[Cl:31][C:32]1[CH:33]=[CH:34][CH:35]=[C:36]2[C:59]=1[O:58][C:39]1([CH2:40][CH2:41][N:42]([C:45]([NH:47][C:48]3[CH:53]=[C:52]([C:54](=[O:57])[NH:55][CH3:56])[CH:51]=[CH:50][N:49]=3)=[O:46])[CH2:43][CH2:44]1)[CH2:38][C:37]2=[O:60], predict the reactants needed to synthesize it. The reactants are: FC1C=C2C(C(=O)CC3(O2)CCN(C(NC2C=C(C(=O)NC)C=CN=2)=O)CC3)=CC=1.[Cl:31][C:32]1[CH:33]=[CH:34][CH:35]=[C:36]2[C:59]=1[O:58][C:39]1([CH2:44][CH2:43][N:42]([C:45]([NH:47][C:48]3[CH:53]=[C:52]([C:54](=[O:57])[NH:55][CH3:56])[CH:51]=[CH:50][N:49]=3)=[O:46])[CH2:41][CH2:40]1)[CH2:38][C:37]2=[O:60]. (4) Given the product [F:43][C:42]1[C:14]([N:11]2[CH2:12][CH2:13][NH:8][CH2:9][CH2:10]2)=[CH:15][C:16]2[N:20]([CH2:21][C:22]3[CH:23]=[CH:24][C:25]([O:28][C:29]([F:30])([F:31])[F:32])=[CH:26][CH:27]=3)[C:19]([CH2:33][O:34][C:35]3[CH:36]=[CH:37][CH:38]=[CH:39][CH:40]=3)=[N:18][C:17]=2[CH:41]=1, predict the reactants needed to synthesize it. The reactants are: C(OC([N:8]1[CH2:13][CH2:12][N:11]([C:14]2[C:42]([F:43])=[CH:41][C:17]3[N:18]=[C:19]([CH2:33][O:34][C:35]4[CH:40]=[CH:39][CH:38]=[CH:37][CH:36]=4)[N:20]([CH2:21][C:22]4[CH:27]=[CH:26][C:25]([O:28][C:29]([F:32])([F:31])[F:30])=[CH:24][CH:23]=4)[C:16]=3[CH:15]=2)[CH2:10][CH2:9]1)=O)(C)(C)C.FC(F)(F)C(O)=O.C(=O)(O)[O-].[Na+]. (5) Given the product [CH2:23]([O:30][C:31]([CH:33]1[CH2:38][CH2:37][CH:36]([C:39](=[O:41])[CH3:40])[CH2:35][CH2:34]1)=[O:32])[C:24]1[CH:29]=[CH:28][CH:27]=[CH:26][CH:25]=1, predict the reactants needed to synthesize it. The reactants are: CC(OI1(OC(C)=O)(OC(C)=O)OC(=O)C2C=CC=CC1=2)=O.[CH2:23]([O:30][C:31]([CH:33]1[CH2:38][CH2:37][CH:36]([CH:39]([OH:41])[CH3:40])[CH2:35][CH2:34]1)=[O:32])[C:24]1[CH:29]=[CH:28][CH:27]=[CH:26][CH:25]=1.S([O-])([O-])(=O)=S.[Na+].[Na+]. (6) Given the product [NH2:25][C@H:18]([CH:19]1[CH2:24][CH2:23][CH2:22][CH2:21][CH2:20]1)[C:17]([N:14]1[CH2:15][CH2:16][N:11]([C:3]2[C:2]([Br:1])=[CH:7][N:6]=[C:5]3[NH:8][CH:9]=[CH:10][C:4]=23)[CH2:12][CH2:13]1)=[O:33], predict the reactants needed to synthesize it. The reactants are: [Br:1][C:2]1[C:3]([N:11]2[CH2:16][CH2:15][N:14]([C:17](=[O:33])[C@H:18]([NH:25]C(=O)OC(C)(C)C)[CH:19]3[CH2:24][CH2:23][CH2:22][CH2:21][CH2:20]3)[CH2:13][CH2:12]2)=[C:4]2[CH:10]=[CH:9][NH:8][C:5]2=[N:6][CH:7]=1.C(O)(C(F)(F)F)=O.C1(N)C(F)=C(F)C(F)=C(N)C=1F.Cl.Cl.